This data is from Peptide-MHC class II binding affinity with 134,281 pairs from IEDB. The task is: Regression. Given a peptide amino acid sequence and an MHC pseudo amino acid sequence, predict their binding affinity value. This is MHC class II binding data. (1) The peptide sequence is NPMTVFWSKMAQSMT. The MHC is HLA-DPA10201-DPB10101 with pseudo-sequence HLA-DPA10201-DPB10101. The binding affinity (normalized) is 0.164. (2) The peptide sequence is IAFFRKEPLKECGGI. The MHC is DRB1_1501 with pseudo-sequence DRB1_1501. The binding affinity (normalized) is 0.498. (3) The MHC is DRB1_1501 with pseudo-sequence DRB1_1501. The peptide sequence is ALTLKGTSYKICTDK. The binding affinity (normalized) is 0.123. (4) The peptide sequence is GELQIVDRIDAAFKI. The MHC is DRB1_1201 with pseudo-sequence DRB1_1201. The binding affinity (normalized) is 0.719. (5) The peptide sequence is EKKYFAMTQFEPLAA. The MHC is HLA-DPA10103-DPB10401 with pseudo-sequence HLA-DPA10103-DPB10401. The binding affinity (normalized) is 1.00.